Dataset: Full USPTO retrosynthesis dataset with 1.9M reactions from patents (1976-2016). Task: Predict the reactants needed to synthesize the given product. (1) Given the product [CH:16]1([N:7]2[CH2:8][C:9]([CH3:15])([CH3:14])[C:10](=[O:13])[N:11]([CH3:12])[C:5]3[CH:4]=[N:3][C:2]([NH:22][C:23]4[CH:47]=[CH:46][C:26]([C:27]([NH:29][C@H:30]5[CH2:31][CH2:32][C@H:33]([N:36]6[CH2:41][CH2:40][N:39]([CH2:42][CH:43]7[CH2:45][CH2:44]7)[CH2:38][CH2:37]6)[CH2:34][CH2:35]5)=[O:28])=[CH:25][C:24]=4[O:48][CH3:49])=[N:21][C:6]2=3)[CH2:20][CH2:19][CH2:18][CH2:17]1, predict the reactants needed to synthesize it. The reactants are: Cl[C:2]1[N:3]=[CH:4][C:5]2[N:11]([CH3:12])[C:10](=[O:13])[C:9]([CH3:15])([CH3:14])[CH2:8][N:7]([CH:16]3[CH2:20][CH2:19][CH2:18][CH2:17]3)[C:6]=2[N:21]=1.[NH2:22][C:23]1[CH:47]=[CH:46][C:26]([C:27]([NH:29][C@H:30]2[CH2:35][CH2:34][C@H:33]([N:36]3[CH2:41][CH2:40][N:39]([CH2:42][CH:43]4[CH2:45][CH2:44]4)[CH2:38][CH2:37]3)[CH2:32][CH2:31]2)=[O:28])=[CH:25][C:24]=1[O:48][CH3:49].C(O)(C(F)(F)F)=O.C1(N2CC(C)(C)C(=O)N(C)C3C=NC(NC4C=CC(C(O)=O)=CC=4OC)=NC2=3)CCCC1. (2) The reactants are: [NH2:1][C:2]1[CH:7]=[CH:6][C:5]([C:8]2[CH:13]=[CH:12][CH:11]=[C:10]([Cl:14])[CH:9]=2)=[CH:4][C:3]=1[C:15](=[O:17])[CH3:16].[C:18]([Mg]Br)#[CH:19].C1N=CN([C:27](N2C=NC=C2)=[O:28])C=1. Given the product [Cl:14][C:10]1[CH:9]=[C:8]([C:5]2[CH:6]=[CH:7][C:2]3[NH:1][C:27](=[O:28])[O:17][C:15]([C:18]#[CH:19])([CH3:16])[C:3]=3[CH:4]=2)[CH:13]=[CH:12][CH:11]=1, predict the reactants needed to synthesize it. (3) Given the product [CH:12]([N:6]1[C:5](=[O:15])[C:4]2[CH2:3][C@H:2]([C:16]3[CH:21]=[CH:20][CH:19]=[CH:18][CH:17]=3)[NH:1][C:9]=2[NH:8][C:7]1=[O:11])([CH3:14])[CH3:13], predict the reactants needed to synthesize it. The reactants are: [NH2:1][CH:2]([C:16]1[CH:21]=[CH:20][CH:19]=[CH:18][CH:17]=1)[CH2:3][C:4]1[C:5](=[O:15])[N:6]([CH:12]([CH3:14])[CH3:13])[C:7](=[O:11])[NH:8][C:9]=1Cl.CN(C1C2C(N(C)C)=CC=CC=2C=CC=1)C.